This data is from Full USPTO retrosynthesis dataset with 1.9M reactions from patents (1976-2016). The task is: Predict the reactants needed to synthesize the given product. (1) Given the product [ClH:32].[OH:2][CH2:3][CH2:4][NH:5][C:6](=[O:31])[C:7]1[CH:12]=[CH:11][C:10]([N:13]2[CH2:17][CH2:16][C@H:15]([NH:18][C@@H:19]([C:21]3[C:30]4[C:25](=[CH:26][CH:27]=[CH:28][CH:29]=4)[CH:24]=[CH:23][CH:22]=3)[CH3:20])[CH2:14]2)=[CH:9][CH:8]=1, predict the reactants needed to synthesize it. The reactants are: [Ca].[OH:2][CH2:3][CH2:4][NH:5][C:6](=[O:31])[C:7]1[CH:12]=[CH:11][C:10]([N:13]2[CH2:17][CH2:16][C@H:15]([NH:18][C@@H:19]([C:21]3[C:30]4[C:25](=[CH:26][CH:27]=[CH:28][CH:29]=4)[CH:24]=[CH:23][CH:22]=3)[CH3:20])[CH2:14]2)=[CH:9][CH:8]=1.[ClH:32]. (2) Given the product [CH2:26]([O:1][CH2:2][C@@H:3]1[C@H:9]([C:10]2[CH:15]=[CH:14][C:13]([Cl:16])=[C:12]([Cl:17])[CH:11]=2)[CH2:8][C@@H:7]2[N:18]([CH3:19])[C@H:4]1[CH2:5][CH2:6]2)[CH3:27], predict the reactants needed to synthesize it. The reactants are: [OH:1][CH2:2][C@@H:3]1[C@H:9]([C:10]2[CH:15]=[CH:14][C:13]([Cl:16])=[C:12]([Cl:17])[CH:11]=2)[CH2:8][C@@H:7]2[N:18]([CH3:19])[C@H:4]1[CH2:5][CH2:6]2.[H-].[Na+].S(OCC)(O[CH2:26][CH3:27])(=O)=O.O. (3) Given the product [F:23][CH:21]([F:22])[O:20][C:16]1[CH:15]=[C:14]([S:11]([N:8]2[C:9]3[C:5](=[CH:4][CH:3]=[C:2]([C:41]4[C:36]([C:35]([F:47])([F:46])[F:34])=[N:37][CH:38]=[CH:39][CH:40]=4)[CH:10]=3)[C:6]([CH2:24][N:25]([CH3:33])[C:26](=[O:32])[O:27][C:28]([CH3:30])([CH3:29])[CH3:31])=[CH:7]2)(=[O:12])=[O:13])[CH:19]=[CH:18][CH:17]=1, predict the reactants needed to synthesize it. The reactants are: Br[C:2]1[CH:10]=[C:9]2[C:5]([C:6]([CH2:24][N:25]([CH3:33])[C:26](=[O:32])[O:27][C:28]([CH3:31])([CH3:30])[CH3:29])=[CH:7][N:8]2[S:11]([C:14]2[CH:19]=[CH:18][CH:17]=[C:16]([O:20][CH:21]([F:23])[F:22])[CH:15]=2)(=[O:13])=[O:12])=[CH:4][CH:3]=1.[F:34][C:35]([F:47])([F:46])[C:36]1[C:41](OB(O)O)=[CH:40][CH:39]=[CH:38][N:37]=1.C(=O)([O-])[O-].[K+].[K+]. (4) The reactants are: [S:1](Cl)(=[O:4])(=[O:3])[NH2:2].C1(C)C=CC=CC=1.[OH:13][C:14]1[CH:19]=[CH:18][C:17]([CH:20]([N:28]([N:37]2[CH:41]=[N:40][N:39]=[CH:38]2)[C:29]2[CH:36]=[CH:35][C:32]([C:33]#[N:34])=[CH:31][CH:30]=2)[C:21]2[CH:26]=[CH:25][C:24]([OH:27])=[CH:23][CH:22]=2)=[CH:16][CH:15]=1. Given the product [S:1]([O:13][C:14]1[CH:19]=[CH:18][C:17]([CH:20]([N:28]([N:37]2[CH:41]=[N:40][N:39]=[CH:38]2)[C:29]2[CH:36]=[CH:35][C:32]([C:33]#[N:34])=[CH:31][CH:30]=2)[C:21]2[CH:26]=[CH:25][C:24]([O:27][S:1](=[O:4])(=[O:3])[NH2:2])=[CH:23][CH:22]=2)=[CH:16][CH:15]=1)(=[O:4])(=[O:3])[NH2:2], predict the reactants needed to synthesize it. (5) Given the product [CH2:1]([CH2:7][CH:8]([SH:12])[CH2:9][CH2:10][SH:11])[CH2:2][CH2:3][C:4]([OH:6])=[O:5], predict the reactants needed to synthesize it. The reactants are: [CH2:1]([CH2:7][C@@H:8]([SH:12])[CH2:9][CH2:10][SH:11])[CH2:2][CH2:3][C:4]([OH:6])=[O:5].C1C(=O)N(OC(ON2C(=O)CCC2=O)=O)C(=O)C1.C(N(CC)CC)C.